Dataset: Full USPTO retrosynthesis dataset with 1.9M reactions from patents (1976-2016). Task: Predict the reactants needed to synthesize the given product. (1) Given the product [S:1]1[CH:5]=[C:4]([C:6]2[CH:7]=[CH:8][C:9]([CH2:10][NH:11][C:37]([C:33]3[N:34]([CH3:36])[CH:35]=[C:31]([NH:30][C:28]([C:23]4[C:22]([C:19]5[CH:18]=[CH:17][C:16]([C:15]([F:41])([F:14])[F:40])=[CH:21][CH:20]=5)=[CH:27][CH:26]=[CH:25][CH:24]=4)=[O:29])[CH:32]=3)=[O:38])=[CH:12][CH:13]=2)[N:3]=[N:2]1, predict the reactants needed to synthesize it. The reactants are: [S:1]1[CH:5]=[C:4]([C:6]2[CH:13]=[CH:12][C:9]([CH2:10][NH2:11])=[CH:8][CH:7]=2)[N:3]=[N:2]1.[F:14][C:15]([F:41])([F:40])[C:16]1[CH:21]=[CH:20][C:19]([C:22]2[C:23]([C:28]([NH:30][C:31]3[CH:32]=[C:33]([C:37](O)=[O:38])[N:34]([CH3:36])[CH:35]=3)=[O:29])=[CH:24][CH:25]=[CH:26][CH:27]=2)=[CH:18][CH:17]=1.CN(C(ON1N=NC2C=CC=CC1=2)=[N+](C)C)C.[B-](F)(F)(F)F.C(N(C(C)C)C(C)C)C. (2) Given the product [CH3:26][C:24]1[CH:23]=[C:22]([C:27]2[CH:28]=[N:29][C:30]([C:33]([F:35])([F:36])[F:34])=[CH:31][CH:32]=2)[N:21]=[C:20]([C:16]2[CH:15]=[C:14]([C:11]3[S:10][C:9]([S:6]([NH2:5])(=[O:8])=[O:7])=[CH:13][CH:12]=3)[CH:19]=[CH:18][CH:17]=2)[N:25]=1, predict the reactants needed to synthesize it. The reactants are: C([NH:5][S:6]([C:9]1[S:10][C:11]([C:14]2[CH:19]=[CH:18][CH:17]=[C:16]([C:20]3[N:25]=[C:24]([CH3:26])[CH:23]=[C:22]([C:27]4[CH:28]=[N:29][C:30]([C:33]([F:36])([F:35])[F:34])=[CH:31][CH:32]=4)[N:21]=3)[CH:15]=2)=[CH:12][CH:13]=1)(=[O:8])=[O:7])(C)(C)C.C(O)(C(F)(F)F)=O. (3) Given the product [Br:11][C:12]1[CH:13]=[CH:14][C:15]([O:8][CH2:1][CH2:2][CH2:3][CH2:4][CH2:5][CH2:6][CH3:7])=[C:16]([CH:19]=1)[C:17]#[N:18], predict the reactants needed to synthesize it. The reactants are: [CH2:1]([OH:8])[CH2:2][CH2:3][CH2:4][CH2:5][CH2:6][CH3:7].[H-].[Na+].[Br:11][C:12]1[CH:13]=[CH:14][C:15](F)=[C:16]([CH:19]=1)[C:17]#[N:18].O. (4) Given the product [ClH:1].[ClH:1].[CH3:44][C:41]1([C:39]2[CH:40]=[C:36]([NH:35][C:33]([NH:32][C:25]3[C:26]4[C:31](=[CH:30][CH:29]=[CH:28][CH:27]=4)[C:22]([O:21][CH:18]4[CH2:19][CH2:20][NH:15][CH2:16][CH2:17]4)=[N:23][CH:24]=3)=[O:34])[N:37]([C:45]3[CH:50]=[CH:49][C:48]([CH3:51])=[CH:47][CH:46]=3)[N:38]=2)[CH2:43][CH2:42]1, predict the reactants needed to synthesize it. The reactants are: [ClH:1].O1CCOCC1.C(OC([N:15]1[CH2:20][CH2:19][CH:18]([O:21][C:22]2[C:31]3[C:26](=[CH:27][CH:28]=[CH:29][CH:30]=3)[C:25]([NH:32][C:33]([NH:35][C:36]3[N:37]([C:45]4[CH:50]=[CH:49][C:48]([CH3:51])=[CH:47][CH:46]=4)[N:38]=[C:39]([C:41]4([CH3:44])[CH2:43][CH2:42]4)[CH:40]=3)=[O:34])=[CH:24][N:23]=2)[CH2:17][CH2:16]1)=O)(C)(C)C.